This data is from Full USPTO retrosynthesis dataset with 1.9M reactions from patents (1976-2016). The task is: Predict the reactants needed to synthesize the given product. Given the product [CH2:9]([O:8][C:6](=[O:7])[NH:4][CH2:3][CH2:1][OH:2])[C:10]1[CH:15]=[CH:14][CH:13]=[CH:12][CH:11]=1, predict the reactants needed to synthesize it. The reactants are: [CH2:1]([CH2:3][NH2:4])[OH:2].Cl[C:6]([O:8][CH2:9][C:10]1[CH:15]=[CH:14][CH:13]=[CH:12][CH:11]=1)=[O:7].